From a dataset of Experimentally validated miRNA-target interactions with 360,000+ pairs, plus equal number of negative samples. Binary Classification. Given a miRNA mature sequence and a target amino acid sequence, predict their likelihood of interaction. (1) The miRNA is hsa-miR-545-5p with sequence UCAGUAAAUGUUUAUUAGAUGA. The protein sequence of the target gene is MADLLGSILSSMEKPPSLGDQETRRKAREQAARLKKLQEQEKQQKVEFRKRMEKEVSDFIQDSGQIKKKFQPMNKIERSILHDVVEVAGLTSFSFGEDDDCRYVMIFKKEFAPSDEELDSYRRGEEWDPQKAEEKRKLKELAQRQEEEAAQQGPVVVSPASDYKDKYSHLIGKGAAKDAAHMLQANKTYGCVPVANKRDTRSIEEAMNEIRAKKRLRQSGEELPPTS. Result: 0 (no interaction). (2) The miRNA is hsa-miR-4508 with sequence GCGGGGCUGGGCGCGCG. The protein sequence of the target gene is MKSSGLFPFLVLLALGTLAPWAVEGSGKSFKAGVCPPKKSAQCLRYKKPECQSDWQCPGKKRCCPDTCGIKCLDPVDTPNPTRRKPGKCPVTYGQCLMLNPPNFCEMDGQCKRDLKCCMGMCGKSCVSPVKA. Result: 0 (no interaction).